Dataset: Forward reaction prediction with 1.9M reactions from USPTO patents (1976-2016). Task: Predict the product of the given reaction. Given the reactants [N:1]1([C:6]2[CH:7]=[C:8]([CH:12]=[CH:13][CH:14]=2)[C:9](O)=[O:10])[CH:5]=[CH:4][N:3]=[N:2]1.B.C1COCC1.CO.O, predict the reaction product. The product is: [N:1]1([C:6]2[CH:7]=[C:8]([CH2:9][OH:10])[CH:12]=[CH:13][CH:14]=2)[CH:5]=[CH:4][N:3]=[N:2]1.